This data is from NCI-60 drug combinations with 297,098 pairs across 59 cell lines. The task is: Regression. Given two drug SMILES strings and cell line genomic features, predict the synergy score measuring deviation from expected non-interaction effect. (1) Drug 1: C1CCN(CC1)CCOC2=CC=C(C=C2)C(=O)C3=C(SC4=C3C=CC(=C4)O)C5=CC=C(C=C5)O. Drug 2: CNC(=O)C1=NC=CC(=C1)OC2=CC=C(C=C2)NC(=O)NC3=CC(=C(C=C3)Cl)C(F)(F)F. Cell line: SK-OV-3. Synergy scores: CSS=3.58, Synergy_ZIP=-2.62, Synergy_Bliss=1.22, Synergy_Loewe=-1.72, Synergy_HSA=-0.0964. (2) Drug 1: CCC1(CC2CC(C3=C(CCN(C2)C1)C4=CC=CC=C4N3)(C5=C(C=C6C(=C5)C78CCN9C7C(C=CC9)(C(C(C8N6C=O)(C(=O)OC)O)OC(=O)C)CC)OC)C(=O)OC)O.OS(=O)(=O)O. Drug 2: CC1=C2C(C(=O)C3(C(CC4C(C3C(C(C2(C)C)(CC1OC(=O)C(C(C5=CC=CC=C5)NC(=O)C6=CC=CC=C6)O)O)OC(=O)C7=CC=CC=C7)(CO4)OC(=O)C)O)C)OC(=O)C. Cell line: NCI/ADR-RES. Synergy scores: CSS=-1.21, Synergy_ZIP=-1.01, Synergy_Bliss=-1.57, Synergy_Loewe=-2.28, Synergy_HSA=-1.57. (3) Drug 1: CC1OCC2C(O1)C(C(C(O2)OC3C4COC(=O)C4C(C5=CC6=C(C=C35)OCO6)C7=CC(=C(C(=C7)OC)O)OC)O)O. Synergy scores: CSS=31.4, Synergy_ZIP=-1.92, Synergy_Bliss=0.711, Synergy_Loewe=-0.598, Synergy_HSA=0.843. Drug 2: CC1=C(C(=CC=C1)Cl)NC(=O)C2=CN=C(S2)NC3=CC(=NC(=N3)C)N4CCN(CC4)CCO. Cell line: DU-145. (4) Drug 1: CCCCCOC(=O)NC1=NC(=O)N(C=C1F)C2C(C(C(O2)C)O)O. Drug 2: CCC1=C2CN3C(=CC4=C(C3=O)COC(=O)C4(CC)O)C2=NC5=C1C=C(C=C5)O. Cell line: NCI-H322M. Synergy scores: CSS=0.739, Synergy_ZIP=0.960, Synergy_Bliss=-0.860, Synergy_Loewe=0.403, Synergy_HSA=-3.90.